This data is from Merck oncology drug combination screen with 23,052 pairs across 39 cell lines. The task is: Regression. Given two drug SMILES strings and cell line genomic features, predict the synergy score measuring deviation from expected non-interaction effect. (1) Drug 1: COC12C(COC(N)=O)C3=C(C(=O)C(C)=C(N)C3=O)N1CC1NC12. Drug 2: NC1(c2ccc(-c3nc4ccn5c(=O)[nH]nc5c4cc3-c3ccccc3)cc2)CCC1. Cell line: HT29. Synergy scores: synergy=28.7. (2) Drug 1: COC12C(COC(N)=O)C3=C(C(=O)C(C)=C(N)C3=O)N1CC1NC12. Drug 2: NC1(c2ccc(-c3nc4ccn5c(=O)[nH]nc5c4cc3-c3ccccc3)cc2)CCC1. Cell line: NCIH460. Synergy scores: synergy=23.7.